Dataset: Reaction yield outcomes from USPTO patents with 853,638 reactions. Task: Predict the reaction yield, written as a fraction of the theoretical maximum amount of product (1.0 means a 100% yield; for example, 0.34 means a 34% yield). (1) The reactants are C1(S([N:10]2[C:14]3=[N:15][CH:16]=[CH:17][CH:18]=[C:13]3[CH:12]=[C:11]2[C:19]([C:27]2[CH:32]=[CH:31][C:30]([S:33]([CH3:36])(=[O:35])=[O:34])=[CH:29][N:28]=2)(O)[CH2:20][CH:21]2[CH2:25][CH2:24][CH2:23][CH2:22]2)(=O)=O)C=CC=CC=1.[F-].C([N+](CCCC)(CCCC)CCCC)CCC.O1CCCC1. The catalyst is [Cl-].[Na+].O. The product is [CH:21]1([CH:20]=[C:19]([C:11]2[NH:10][C:14]3=[N:15][CH:16]=[CH:17][CH:18]=[C:13]3[CH:12]=2)[C:27]2[CH:32]=[CH:31][C:30]([S:33]([CH3:36])(=[O:35])=[O:34])=[CH:29][N:28]=2)[CH2:25][CH2:24][CH2:23][CH2:22]1. The yield is 1.00. (2) The reactants are N.CC(C)([O-])C.[K+].[C:8]([O:12]O)([CH3:11])(C)C.[Cl:14][C:15]1C=C[N:18]=[CH:17][C:16]=1[N+:21]([O-:23])=[O:22]. The catalyst is C1COCC1. The product is [Cl:14][C:15]1[C:16]([N+:21]([O-:23])=[O:22])=[CH:17][N:18]=[C:8]([OH:12])[CH:11]=1. The yield is 0.600. (3) The catalyst is CN(C=O)C. The product is [CH2:1]([C:3]([C:24]1[CH:29]=[CH:28][C:27]([O:30][CH2:47][C@H:48]2[O:52][C:51](=[O:53])[CH2:50][CH2:49]2)=[C:26]([CH3:31])[CH:25]=1)([C:6]1[CH:11]=[CH:10][C:9](/[CH:12]=[CH:13]/[C:14]([CH2:21][CH3:22])([OH:20])[C:15]#[C:16][CH2:17][CH2:18][CH3:19])=[C:8]([CH3:23])[CH:7]=1)[CH2:4][CH3:5])[CH3:2]. The yield is 0.970. The reactants are [CH2:1]([C:3]([C:24]1[CH:29]=[CH:28][C:27]([OH:30])=[C:26]([CH3:31])[CH:25]=1)([C:6]1[CH:11]=[CH:10][C:9](/[CH:12]=[CH:13]/[C:14]([CH2:21][CH3:22])([OH:20])[C:15]#[C:16][CH2:17][CH2:18][CH3:19])=[C:8]([CH3:23])[CH:7]=1)[CH2:4][CH3:5])[CH3:2].C([O-])([O-])=O.[K+].[K+].C1(C)C=CC(S([CH2:47][C@H:48]2[O:52][C:51](=[O:53])[CH2:50][CH2:49]2)(=O)=O)=CC=1.C(OCC)(=O)C.